Dataset: NCI-60 drug combinations with 297,098 pairs across 59 cell lines. Task: Regression. Given two drug SMILES strings and cell line genomic features, predict the synergy score measuring deviation from expected non-interaction effect. Drug 1: C1CCN(CC1)CCOC2=CC=C(C=C2)C(=O)C3=C(SC4=C3C=CC(=C4)O)C5=CC=C(C=C5)O. Drug 2: CC1CCC2CC(C(=CC=CC=CC(CC(C(=O)C(C(C(=CC(C(=O)CC(OC(=O)C3CCCCN3C(=O)C(=O)C1(O2)O)C(C)CC4CCC(C(C4)OC)O)C)C)O)OC)C)C)C)OC. Cell line: UACC-257. Synergy scores: CSS=0.875, Synergy_ZIP=2.21, Synergy_Bliss=3.65, Synergy_Loewe=-31.9, Synergy_HSA=-0.507.